Dataset: Catalyst prediction with 721,799 reactions and 888 catalyst types from USPTO. Task: Predict which catalyst facilitates the given reaction. Reactant: [I:1][C:2]1[CH:10]=[CH:9][CH:8]=[C:4]([C:5]([OH:7])=O)[C:3]=1[C:11]([OH:13])=[O:12]. Product: [I:1][C:2]1[C:3]2[C:11](=[O:12])[O:13][C:5](=[O:7])[C:4]=2[CH:8]=[CH:9][CH:10]=1. The catalyst class is: 152.